This data is from Retrosynthesis with 50K atom-mapped reactions and 10 reaction types from USPTO. The task is: Predict the reactants needed to synthesize the given product. (1) Given the product CCCCCCNC(=O)Oc1cccc(-c2ccc(C(C)C(=O)OC)cc2F)c1, predict the reactants needed to synthesize it. The reactants are: CCCCCCN=C=O.COC(=O)C(C)c1ccc(-c2cccc(O)c2)c(F)c1. (2) The reactants are: COCCN(Cc1nc(C(=O)N2CCN(C(C)C)CC2)co1)C(=O)OC(C)(C)C. Given the product COCCNCc1nc(C(=O)N2CCN(C(C)C)CC2)co1, predict the reactants needed to synthesize it. (3) Given the product CN1C(C(=O)Nc2cccccc2=O)=C(O)c2ccccc2S1(=O)=O, predict the reactants needed to synthesize it. The reactants are: COC(=O)C1=C(O)c2ccccc2S(=O)(=O)N1C.Nc1cccccc1=O. (4) Given the product COC(=O)CC(=O)Nc1cccc(C)c1-c1cccc(S(=O)(=O)c2cc(C(=N)NC(=O)OC(C)(C)C)sc2SC)c1, predict the reactants needed to synthesize it. The reactants are: COC(=O)CC(=O)Cl.CSc1sc(C(=N)NC(=O)OC(C)(C)C)cc1S(=O)(=O)c1cccc(-c2c(C)cccc2N)c1. (5) Given the product COC(=O)[C@H](CC(F)(F)Cc1ccccc1)NC(=O)N1CCOCC1, predict the reactants needed to synthesize it. The reactants are: COC(=O)[C@@H](N)CC(F)(F)Cc1ccccc1.O=C(Cl)N1CCOCC1. (6) Given the product COc1ccc2ncc(Cl)c(OC[C@@H]3CC[C@@H](NC(=O)OC(C)(C)C)CO3)c2c1, predict the reactants needed to synthesize it. The reactants are: CC(C)(C)OC(=O)N[C@@H]1CC[C@@H](CO)OC1.COc1ccc2ncc(Cl)c(O)c2c1.